Dataset: Acute oral toxicity (LD50) regression data from Zhu et al.. Task: Regression/Classification. Given a drug SMILES string, predict its toxicity properties. Task type varies by dataset: regression for continuous values (e.g., LD50, hERG inhibition percentage) or binary classification for toxic/non-toxic outcomes (e.g., AMES mutagenicity, cardiotoxicity, hepatotoxicity). Dataset: ld50_zhu. (1) The compound is NCCNCCNCCNCCNCCN. The rat oral LD50 is 2.16, given as -log10 of the dose in mol/kg body weight (higher means more acutely toxic). (2) The molecule is ClC1=C(Cl)C2(Cl)C3C(Cl)C(Cl)C(Cl)C3C1(Cl)C2(Cl)Cl. The rat oral LD50 is 2.95, given as -log10 of the dose in mol/kg body weight (higher means more acutely toxic). (3) The compound is COc1ccc(-c2ccccc2)cc1CN1CCCC1. The rat oral LD50 is 3.98, given as -log10 of the dose in mol/kg body weight (higher means more acutely toxic).